Dataset: Reaction yield outcomes from USPTO patents with 853,638 reactions. Task: Predict the reaction yield, written as a fraction of the theoretical maximum amount of product (1.0 means a 100% yield; for example, 0.34 means a 34% yield). (1) The reactants are [NH2:1][C:2]1[CH:7]=[C:6]([O:8][C:9]2[C:14]([F:15])=[CH:13][C:12]([NH:16][C:17]([C:19]3([C:22]([NH:24][C:25]4[CH:30]=[CH:29][C:28]([F:31])=[CH:27][CH:26]=4)=[O:23])[CH2:21][CH2:20]3)=[O:18])=[C:11]([F:32])[CH:10]=2)[CH:5]=[CH:4][N:3]=1.[C:33]([O:37][C:38]([N:40]1[CH2:43][CH:42]([C:44](O)=[O:45])[CH2:41]1)=[O:39])([CH3:36])([CH3:35])[CH3:34].CN(C(ON1N=NC2C=CC=NC1=2)=[N+](C)C)C.F[P-](F)(F)(F)(F)F.CCN(C(C)C)C(C)C. The catalyst is CN(C=O)C. The product is [F:15][C:14]1[CH:13]=[C:12]([NH:16][C:17]([C:19]2([C:22](=[O:23])[NH:24][C:25]3[CH:26]=[CH:27][C:28]([F:31])=[CH:29][CH:30]=3)[CH2:21][CH2:20]2)=[O:18])[C:11]([F:32])=[CH:10][C:9]=1[O:8][C:6]1[CH:5]=[CH:4][N:3]=[C:2]([NH:1][C:44]([CH:42]2[CH2:43][N:40]([C:38]([O:37][C:33]([CH3:36])([CH3:35])[CH3:34])=[O:39])[CH2:41]2)=[O:45])[CH:7]=1. The yield is 0.400. (2) The reactants are [O:1]1[CH:5]=[CH:4][CH:3]=[C:2]1[C:6]1[N:14]=[C:13]2[N:8]([C:9](SC)=[N:10][CH:11]=[C:12]2[CH2:15][N:16]2[CH2:21][CH2:20][N:19]([C:22]3[CH:27]=[CH:26][CH:25]=[CH:24][CH:23]=3)[CH2:18][CH2:17]2)[N:7]=1.C([OH:32])C.O.[OH-].[Li+].Cl. The catalyst is O. The product is [O:1]1[CH:5]=[CH:4][CH:3]=[C:2]1[C:6]1[N:14]=[C:13]2[N:8]([C:9](=[O:32])[NH:10][CH:11]=[C:12]2[CH2:15][N:16]2[CH2:21][CH2:20][N:19]([C:22]3[CH:27]=[CH:26][CH:25]=[CH:24][CH:23]=3)[CH2:18][CH2:17]2)[N:7]=1. The yield is 0.480. (3) The yield is 0.0360. The product is [CH3:25][O:26][C:27]1[CH:28]=[C:29]([C:30]([C:9]2[CH:10]=[C:11]3[CH:17]=[CH:16][NH:15][C:12]3=[N:13][CH:14]=2)=[O:31])[CH:33]=[CH:34][C:35]=1[O:36][CH3:37]. The reactants are CC1(C)C(C)(C)OB([C:9]2[CH:10]=[C:11]3[CH:17]=[CH:16][NH:15][C:12]3=[N:13][CH:14]=2)O1.C(=O)([O-])[O-].[Cs+].[Cs+].[CH3:25][O:26][C:27]1[CH:28]=[C:29]([CH:33]=[CH:34][C:35]=1[O:36][CH3:37])[C:30](Cl)=[O:31]. The catalyst is C1(C)C=CC=CC=1.CCOC(C)=O.O.C1C=CC([P]([Pd]([P](C2C=CC=CC=2)(C2C=CC=CC=2)C2C=CC=CC=2)([P](C2C=CC=CC=2)(C2C=CC=CC=2)C2C=CC=CC=2)[P](C2C=CC=CC=2)(C2C=CC=CC=2)C2C=CC=CC=2)(C2C=CC=CC=2)C2C=CC=CC=2)=CC=1. (4) The reactants are Cl.[C:2]1([CH3:10])[CH:7]=[CH:6][C:5]([NH:8][NH2:9])=[CH:4][CH:3]=1.C(N(CC)CC)C.[C:18]([NH:22][C:23](=[O:27])[CH2:24][CH2:25]Cl)([CH3:21])([CH3:20])[CH3:19]. The catalyst is C(O)C. The product is [C:2]1([CH3:10])[CH:7]=[CH:6][C:5]([N:8]([CH2:25][CH2:24][C:23]([NH:22][C:18]([CH3:21])([CH3:20])[CH3:19])=[O:27])[NH2:9])=[CH:4][CH:3]=1. The yield is 0.633. (5) The reactants are Cl.[NH2:2][C:3]1[C:11]([OH:12])=[C:10]2[C:6]([CH2:7][CH2:8][CH:9]2[CH2:13][CH2:14][NH:15][C:16](=[O:18])[CH3:17])=[CH:5][CH:4]=1.[C:19]1([CH2:25][CH2:26][CH2:27][C:28](Cl)=[O:29])[CH:24]=[CH:23][CH:22]=[CH:21][CH:20]=1.O. The catalyst is N1C=CC=CC=1. The product is [C:16]([NH:15][CH2:14][CH2:13][CH:9]1[C:10]2[C:6](=[CH:5][CH:4]=[C:3]([NH:2][C:28](=[O:29])[CH2:27][CH2:26][CH2:25][C:19]3[CH:24]=[CH:23][CH:22]=[CH:21][CH:20]=3)[C:11]=2[OH:12])[CH2:7][CH2:8]1)(=[O:18])[CH3:17]. The yield is 0.690. (6) The reactants are [F:1][C:2]([F:16])([F:15])[C:3]1[N:7]([C:8]2[CH:13]=[CH:12][C:11]([OH:14])=[CH:10][CH:9]=2)[N:6]=[CH:5][CH:4]=1.Cl.Cl[CH2:19][CH2:20][N:21]1[CH2:26][CH2:25][CH2:24][CH2:23][CH2:22]1. No catalyst specified. The product is [F:16][C:2]([F:1])([F:15])[C:3]1[N:7]([C:8]2[CH:9]=[CH:10][C:11]([O:14][CH2:19][CH2:20][N:21]3[CH2:26][CH2:25][CH2:24][CH2:23][CH2:22]3)=[CH:12][CH:13]=2)[N:6]=[CH:5][CH:4]=1. The yield is 0.480. (7) The reactants are [CH2:1]1[CH2:11][CH2:10][N:9]2[C:4](=[N:5][CH2:6][CH2:7][CH2:8]2)[CH2:3][CH2:2]1.[F:12][C:13]1[CH:14]=[C:15]([CH2:19][CH2:20][NH2:21])[CH:16]=[CH:17][CH:18]=1.[C:22](OCC)(=[O:24])C. The catalyst is C(#N)C. The product is [F:12][C:13]1[CH:14]=[C:15]([CH2:19][CH2:20][NH:21][C:22]([NH:5][C:4]2[CH:3]=[CH:2][CH:1]=[C:11]3[C:6]=2[CH:7]=[CH:8][N:9]=[CH:10]3)=[O:24])[CH:16]=[CH:17][CH:18]=1. The yield is 0.650.